From a dataset of Forward reaction prediction with 1.9M reactions from USPTO patents (1976-2016). Predict the product of the given reaction. (1) Given the reactants [CH2:1]([NH:4][C:5]1[N:15]=[C:14]([C:16]([F:19])([F:18])[F:17])[CH:13]=[CH:12][C:6]=1[C:7]([O:9]CC)=[O:8])[CH2:2][CH3:3].[OH-].[Na+], predict the reaction product. The product is: [CH2:1]([NH:4][C:5]1[N:15]=[C:14]([C:16]([F:19])([F:17])[F:18])[CH:13]=[CH:12][C:6]=1[C:7]([OH:9])=[O:8])[CH2:2][CH3:3]. (2) The product is: [CH2:35]([C:32]1[CH:31]=[CH:30][C:29]([CH2:28][O:27][C:24]2[CH:25]=[CH:26][C:21]([CH:19]3[CH2:20][N:17]([C:15]([C:11]4[CH:10]=[C:9]([O:8][CH2:7][CH2:6][N:42]5[CH2:43][CH2:44][NH:39][C:40](=[O:45])[CH2:41]5)[CH:14]=[CH:13][N:12]=4)=[O:16])[CH2:18]3)=[CH:22][C:23]=2[O:37][CH3:38])=[CH:34][CH:33]=1)[CH3:36]. Given the reactants CS(O[CH2:6][CH2:7][O:8][C:9]1[CH:14]=[CH:13][N:12]=[C:11]([C:15]([N:17]2[CH2:20][CH:19]([C:21]3[CH:26]=[CH:25][C:24]([O:27][CH2:28][C:29]4[CH:34]=[CH:33][C:32]([CH2:35][CH3:36])=[CH:31][CH:30]=4)=[C:23]([O:37][CH3:38])[CH:22]=3)[CH2:18]2)=[O:16])[CH:10]=1)(=O)=O.[NH:39]1[CH2:44][CH2:43][NH:42][CH2:41][C:40]1=[O:45], predict the reaction product.